This data is from Reaction yield outcomes from USPTO patents with 853,638 reactions. The task is: Predict the reaction yield, written as a fraction of the theoretical maximum amount of product (1.0 means a 100% yield; for example, 0.34 means a 34% yield). (1) No catalyst specified. The product is [Cl:20][C:8]1[C:7]([C:14]([F:17])([F:16])[F:15])=[CH:6][C:5]2[C:10](=[CH:11][CH:12]=[C:3]([O:2][CH3:1])[CH:4]=2)[N:9]=1. The reactants are [CH3:1][O:2][C:3]1[CH:4]=[C:5]2[C:10](=[CH:11][CH:12]=1)[NH:9][C:8](=O)[C:7]([C:14]([F:17])([F:16])[F:15])=[CH:6]2.O=P(Cl)(Cl)[Cl:20]. The yield is 0.940. (2) The reactants are C[O:2][C:3](=[O:18])[C:4]([NH2:17])([C:9]([C:11]1[CH:12]=[N:13][CH:14]=[CH:15][CH:16]=1)=[O:10])[CH2:5][CH:6]([CH3:8])[CH3:7].C1COCC1.[Li+].[OH-]. The catalyst is CO.O. The product is [CH3:7][CH:6]([CH3:8])[CH2:5][C:4]([NH2:17])([C:9]([C:11]1[CH:12]=[N:13][CH:14]=[CH:15][CH:16]=1)=[O:10])[C:3]([OH:18])=[O:2]. The yield is 0.600. (3) The reactants are [NH2:1][C:2]1[C:7]([N+:8]([O-:10])=[O:9])=[CH:6][CH:5]=[C:4](Cl)[N:3]=1.[Cl:12][C:13]1[CH:18]=[CH:17][C:16](B(O)O)=[CH:15][CH:14]=1.C(=O)([O-])[O-].[Na+].[Na+].[Cl-].[Li+]. The catalyst is ClCCl.O.C1C=CC([P]([Pd]([P](C2C=CC=CC=2)(C2C=CC=CC=2)C2C=CC=CC=2)([P](C2C=CC=CC=2)(C2C=CC=CC=2)C2C=CC=CC=2)[P](C2C=CC=CC=2)(C2C=CC=CC=2)C2C=CC=CC=2)(C2C=CC=CC=2)C2C=CC=CC=2)=CC=1.C(O)C.C1(C)C=CC=CC=1.O. The product is [Cl:12][C:13]1[CH:18]=[CH:17][C:16]([C:4]2[N:3]=[C:2]([NH2:1])[C:7]([N+:8]([O-:10])=[O:9])=[CH:6][CH:5]=2)=[CH:15][CH:14]=1. The yield is 0.270. (4) The reactants are Cl.[Cl:2][C:3]1[CH:4]=[C:5]([CH:9]2[CH2:13][C:12]3([CH2:18][CH2:17][NH:16][CH2:15][CH2:14]3)[O:11][CH2:10]2)[CH:6]=[CH:7][CH:8]=1.[CH3:19][C:20]([O:23][C:24](O[C:24]([O:23][C:20]([CH3:22])([CH3:21])[CH3:19])=[O:25])=[O:25])([CH3:22])[CH3:21].CCN(C(C)C)C(C)C.Cl. The catalyst is C1COCC1.CN(C1C=CN=CC=1)C.C(OCC)(=O)C.O. The product is [Cl:2][C:3]1[CH:4]=[C:5]([CH:9]2[CH2:13][C:12]3([CH2:18][CH2:17][N:16]([C:24]([O:23][C:20]([CH3:22])([CH3:21])[CH3:19])=[O:25])[CH2:15][CH2:14]3)[O:11][CH2:10]2)[CH:6]=[CH:7][CH:8]=1. The yield is 1.00. (5) The reactants are [Cl:1][C:2]1[C:11]2[C:6](=[CH:7][CH:8]=[C:9]([CH:12]=C)[CH:10]=2)[N:5]=[CH:4][CH:3]=1.N1C(C)=CC=CC=1C.[O-:22]I(=O)(=O)=O.[Na+].O. The catalyst is C(O)(C)(C)C.O1CCOCC1.[Os](=O)(=O)(=O)=O. The product is [Cl:1][C:2]1[C:11]2[C:6](=[CH:7][CH:8]=[C:9]([CH:12]=[O:22])[CH:10]=2)[N:5]=[CH:4][CH:3]=1. The yield is 0.830. (6) The reactants are [CH3:1][C:2]1[N:3]=[C:4]([NH:12][C:13](=[O:15])[CH3:14])[S:5][C:6]=1[C:7]1[CH:8]=[N:9][NH:10][CH:11]=1.C(N1C=C(C2SC(NC(=O)C)=NC=2C)C=N1)C1C=CC=CC=1.[CH3:38][C:39]1[C:43]([S:44](Cl)(=[O:46])=[O:45])=[C:42]([CH3:48])[O:41][N:40]=1. The catalyst is N1C=CC=CC=1.C(Cl)Cl. The product is [CH3:38][C:39]1[C:43]([S:44]([N:10]2[CH:11]=[C:7]([C:6]3[S:5][C:4]([NH:12][C:13](=[O:15])[CH3:14])=[N:3][C:2]=3[CH3:1])[CH:8]=[N:9]2)(=[O:46])=[O:45])=[C:42]([CH3:48])[O:41][N:40]=1. The yield is 0.310. (7) The reactants are [CH2:1]([O:8][CH2:9][C:10]1[O:11][C:12]2[C:13](=[C:15]([C:27]#[N:28])[C:16]([CH3:26])=[C:17]([C:20]3[CH:25]=[CH:24][CH:23]=[CH:22][CH:21]=3)[C:18]=2F)[N:14]=1)[C:2]1[CH:7]=[CH:6][CH:5]=[CH:4][CH:3]=1.C(N(CC)CC)C.[CH3:36][N:37]([CH3:43])[C@H:38]1[CH2:42][CH2:41][NH:40][CH2:39]1.C(OCC)(=O)C. The catalyst is CS(C)=O.O. The product is [CH2:1]([O:8][CH2:9][C:10]1[O:11][C:12]2[C:13](=[C:15]([C:27]#[N:28])[C:16]([CH3:26])=[C:17]([C:20]3[CH:25]=[CH:24][CH:23]=[CH:22][CH:21]=3)[C:18]=2[N:40]2[CH2:41][CH2:42][C@H:38]([N:37]([CH3:43])[CH3:36])[CH2:39]2)[N:14]=1)[C:2]1[CH:7]=[CH:6][CH:5]=[CH:4][CH:3]=1. The yield is 0.520. (8) The reactants are [CH3:1][O:2][C:3]1[CH:4]=[C:5]([C@H:9]([NH2:11])[CH3:10])[CH:6]=[CH:7][CH:8]=1.[Cl:12][C:13]1[N:18]=[C:17](Cl)[C:16]([Cl:20])=[CH:15][N:14]=1.C(=O)([O-])[O-].[K+].[K+]. The catalyst is CN(C)C=O. The product is [Cl:12][C:13]1[N:18]=[C:17]([NH:11][C@@H:9]([C:5]2[CH:6]=[CH:7][CH:8]=[C:3]([O:2][CH3:1])[CH:4]=2)[CH3:10])[C:16]([Cl:20])=[CH:15][N:14]=1. The yield is 0.950. (9) The catalyst is C1(C)C=CC=CC=1. The product is [F:27][C:2]([F:28])([F:1])[O:3][C:4]1[CH:5]=[CH:6][C:7]([N:10]2[CH:14]=[N:13][C:12]([C:15]3[CH:20]=[CH:19][C:18]([CH:21]4[CH2:23][CH:22]4[C:24]([N:52]=[N+:53]=[N-:54])=[O:25])=[CH:17][CH:16]=3)=[N:11]2)=[CH:8][CH:9]=1. The yield is 0.730. The reactants are [F:1][C:2]([F:28])([F:27])[O:3][C:4]1[CH:9]=[CH:8][C:7]([N:10]2[CH:14]=[N:13][C:12]([C:15]3[CH:20]=[CH:19][C:18]([CH:21]4[CH2:23][CH:22]4[C:24](O)=[O:25])=[CH:17][CH:16]=3)=[N:11]2)=[CH:6][CH:5]=1.C(N(CC)CC)C.P([N:52]=[N+:53]=[N-:54])(=O)(OC1C=CC=CC=1)OC1C=CC=CC=1.